Task: Predict the reactants needed to synthesize the given product.. Dataset: Full USPTO retrosynthesis dataset with 1.9M reactions from patents (1976-2016) (1) Given the product [Cl:12][C:8]1[C:9]([Cl:11])=[CH:10][C:5]([C@@H:3]2[CH2:2][O:4]2)=[CH:6][N:7]=1, predict the reactants needed to synthesize it. The reactants are: Cl[CH2:2][C@@H:3]([C:5]1[CH:6]=[N:7][C:8]([Cl:12])=[C:9]([Cl:11])[CH:10]=1)[OH:4].C(=O)(O)[O-].[Na+]. (2) The reactants are: N#N.[CH3:3][C:4]1([C:9]2[CH:14]=[CH:13][N:12]=[C:11]([CH2:15][OH:16])[CH:10]=2)[O:8][CH2:7][CH2:6][O:5]1.CCN(CC)CC.[S:24](Cl)([CH3:27])(=[O:26])=[O:25]. Given the product [CH3:3][C:4]1([C:9]2[CH:14]=[CH:13][N:12]=[C:11]([CH2:15][O:16][S:24]([CH3:27])(=[O:26])=[O:25])[CH:10]=2)[O:5][CH2:6][CH2:7][O:8]1, predict the reactants needed to synthesize it. (3) The reactants are: [C:1]([C:5]1[CH:6]=[C:7]([NH2:15])[C:8]([NH2:14])=[CH:9][C:10]=1[S:11][C:12]#[N:13])([CH3:4])([CH3:3])[CH3:2].[C:16](O[C:16]([O:18][C:19]([CH3:22])([CH3:21])[CH3:20])=[O:17])([O:18][C:19]([CH3:22])([CH3:21])[CH3:20])=[O:17]. Given the product [C:19]([O:18][C:16](=[O:17])[NH:14][C:8]1[CH:9]=[C:10]([S:11][C:12]#[N:13])[C:5]([C:1]([CH3:4])([CH3:2])[CH3:3])=[CH:6][C:7]=1[NH:15][C:16]([O:18][C:19]([CH3:22])([CH3:21])[CH3:20])=[O:17])([CH3:22])([CH3:21])[CH3:20], predict the reactants needed to synthesize it. (4) Given the product [Cl:1][CH2:2]/[C:3](/[O:11][CH2:14][CH3:15])=[CH:4]\[C:5]([O:7][CH2:8][CH:9]=[CH2:10])=[O:6], predict the reactants needed to synthesize it. The reactants are: [Cl:1][CH2:2][C:3](=[O:11])[CH2:4][C:5]([O:7][CH2:8][CH:9]=[CH2:10])=[O:6].C(OCC)(OCC)O[CH2:14][CH3:15].O=P12OP3(OP(OP(O3)(O1)=O)(=O)O2)=O.